From a dataset of Full USPTO retrosynthesis dataset with 1.9M reactions from patents (1976-2016). Predict the reactants needed to synthesize the given product. (1) The reactants are: C([O:3][C:4](=[O:26])[C:5]1[CH:10]=[C:9]([C:11]2[CH:16]=[CH:15][C:14]([CH3:17])=[CH:13][N:12]=2)[CH:8]=[C:7]([C:18]2[S:22][N:21]=[N:20][C:19]=2[CH:23]([CH3:25])[CH3:24])[CH:6]=1)C.[Li+].[OH-]. Given the product [CH:23]([C:19]1[N:20]=[N:21][S:22][C:18]=1[C:7]1[CH:6]=[C:5]([CH:10]=[C:9]([C:11]2[CH:16]=[CH:15][C:14]([CH3:17])=[CH:13][N:12]=2)[CH:8]=1)[C:4]([OH:26])=[O:3])([CH3:25])[CH3:24], predict the reactants needed to synthesize it. (2) Given the product [NH2:23][C:6]1[CH:5]=[C:4]([CH:1]2[CH2:3][CH2:2]2)[CH:22]=[CH:21][C:7]=1[NH:8][C:9]1[CH:14]=[CH:13][CH:12]=[C:11]([C:15]2[CH:16]=[N:17][CH:18]=[CH:19][CH:20]=2)[CH:10]=1, predict the reactants needed to synthesize it. The reactants are: [CH:1]1([C:4]2[CH:22]=[CH:21][C:7]([NH:8][C:9]3[CH:14]=[CH:13][CH:12]=[C:11]([C:15]4[CH:16]=[N:17][CH:18]=[CH:19][CH:20]=4)[CH:10]=3)=[C:6]([N+:23]([O-])=O)[CH:5]=2)[CH2:3][CH2:2]1. (3) Given the product [Br:1][C:2]1[CH:7]=[N:6][C:5]([N:8]([CH3:23])[CH2:9][CH2:10][C@H:11]2[CH2:16][CH2:15][C@H:14]([CH2:17][N:18]([CH3:24])[CH2:19][CH2:20][CH2:21][OH:22])[CH2:13][CH2:12]2)=[N:4][CH:3]=1, predict the reactants needed to synthesize it. The reactants are: [Br:1][C:2]1[CH:3]=[N:4][C:5]([N:8]([CH3:23])[CH2:9][CH2:10][C@H:11]2[CH2:16][CH2:15][C@H:14]([CH2:17][NH:18][CH2:19][CH2:20][CH2:21][OH:22])[CH2:13][CH2:12]2)=[N:6][CH:7]=1.[CH2:24]=O.P(O)(O)O. (4) Given the product [CH2:25]=[CH:17][CH2:18][CH2:19][C:23]([OH:27])=[O:22].[CH3:14][C:15]1[C:16](=[CH2:28])[C:17]([CH3:25])([CH3:24])[CH2:18][CH:19]2[C:23]=1[O:22][CH2:21][O:20]2, predict the reactants needed to synthesize it. The reactants are: C[Si](C[Li])(C)C.[Li].ClC[Si](C)(C)C.[CH3:14][C:15]1[C:16](=O)[C:17]([CH3:25])([CH3:24])[CH2:18][CH:19]2[C:23]=1[O:22][CH2:21][O:20]2.[O:27]1CCC[CH2:28]1. (5) Given the product [CH:1]1([CH:6]([C:10]2[CH:11]=[CH:12][CH:13]=[CH:14][CH:15]=2)[NH:28][C:30]([C:23]2[CH:24]=[C:25]3[C:20](=[CH:21][CH:22]=2)[NH:19][N:18]=[C:17]3[I:16])=[O:34])[CH2:2][CH2:3][CH2:4][CH2:5]1, predict the reactants needed to synthesize it. The reactants are: [CH:1]1([CH:6]([C:10]2[CH:15]=[CH:14][CH:13]=[CH:12][CH:11]=2)C(O)=O)[CH2:5][CH2:4][CH2:3][CH2:2]1.[I:16][C:17]1[C:25]2[C:20](=[CH:21][CH:22]=[C:23](N)[CH:24]=2)[NH:19][N:18]=1.C[N:28]([C:30]([O:34]N1N=NC2C=CC=CC1=2)=[N+](C)C)C.[B-](F)(F)(F)F.CCN(C(C)C)C(C)C. (6) Given the product [C:11]([C:15]1[CH:20]=[CH:19][C:18]([S:21]([NH:24][C:25]2[CH:30]=[CH:29][C:28]([Cl:31])=[CH:27][C:26]=2[N:32]2[C:36]([CH3:37])=[C:35]([C:7]3[O:6][CH:10]=[CH:9][N:8]=3)[N:34]=[N:33]2)(=[O:23])=[O:22])=[CH:17][CH:16]=1)([CH3:14])([CH3:13])[CH3:12], predict the reactants needed to synthesize it. The reactants are: [Li]CCCC.[O:6]1[CH:10]=[CH:9][N:8]=[CH:7]1.[C:11]([C:15]1[CH:20]=[CH:19][C:18]([S:21]([NH:24][C:25]2[CH:30]=[CH:29][C:28]([Cl:31])=[CH:27][C:26]=2[N:32]2[C:36]([CH3:37])=[C:35](I)[N:34]=[N:33]2)(=[O:23])=[O:22])=[CH:17][CH:16]=1)([CH3:14])([CH3:13])[CH3:12].